Dataset: Reaction yield outcomes from USPTO patents with 853,638 reactions. Task: Predict the reaction yield, written as a fraction of the theoretical maximum amount of product (1.0 means a 100% yield; for example, 0.34 means a 34% yield). (1) The reactants are C(OC(=O)[NH:7][C:8](=[NH:40])[C:9]1[S:10][C:11]([S:38][CH3:39])=[C:12]([S:14]([C:17]2[CH:18]=[C:19]([C:23]3[CH:28]=[CH:27][C:26]([NH:29][S:30]([C:33]([F:36])([F:35])[F:34])(=[O:32])=[O:31])=[CH:25][C:24]=3[CH3:37])[CH:20]=[CH:21][CH:22]=2)(=[O:16])=[O:15])[CH:13]=1)(C)(C)C.[C:42]([OH:48])([C:44]([F:47])([F:46])[F:45])=[O:43].C(Cl)Cl. No catalyst specified. The product is [F:45][C:44]([F:47])([F:46])[C:42]([OH:48])=[O:43].[CH3:39][S:38][C:11]1[S:10][C:9]([C:8]([NH2:40])=[NH:7])=[CH:13][C:12]=1[S:14]([C:17]1[CH:18]=[C:19]([C:23]2[CH:28]=[CH:27][C:26]([NH:29][S:30]([C:33]([F:35])([F:34])[F:36])(=[O:31])=[O:32])=[CH:25][C:24]=2[CH3:37])[CH:20]=[CH:21][CH:22]=1)(=[O:15])=[O:16]. The yield is 0.540. (2) The reactants are [C:1]1([NH:7][C:8]2([C:14]#[N:15])[CH2:13][CH2:12][CH2:11][CH2:10][CH2:9]2)[CH:6]=[CH:5][CH:4]=[CH:3][CH:2]=1.[H-].[Al+3].[Li+].[H-].[H-].[H-].O.[OH-].[Na+]. The catalyst is C(OCC)C. The product is [NH2:15][CH2:14][C:8]1([NH:7][C:1]2[CH:6]=[CH:5][CH:4]=[CH:3][CH:2]=2)[CH2:13][CH2:12][CH2:11][CH2:10][CH2:9]1. The yield is 0.390. (3) The reactants are C1(S([N:10]2[C:14]3=[N:15][CH:16]=[CH:17][C:18]([C:19]#[C:20][Si](C)(C)C)=[C:13]3[C:12]([C:25]3[CH:30]=[CH:29][N:28]=[C:27]([NH2:31])[N:26]=3)=[CH:11]2)(=O)=O)C=CC=CC=1.[OH-].[Na+]. The catalyst is CO. The product is [C:19]([C:18]1[CH:17]=[CH:16][N:15]=[C:14]2[NH:10][CH:11]=[C:12]([C:25]3[CH:30]=[CH:29][N:28]=[C:27]([NH2:31])[N:26]=3)[C:13]=12)#[CH:20]. The yield is 0.950. (4) The reactants are [Cl:1][C:2]1[CH:3]=[C:4]([NH2:10])[C:5]([NH2:9])=[CH:6][C:7]=1[Cl:8].[C:11]1(=O)[O:16][CH2:15][CH2:14][CH2:13][CH2:12]1. The catalyst is Cl. The product is [Cl:1][C:2]1[C:7]([Cl:8])=[CH:6][C:5]2[NH:9][C:11]([CH2:12][CH2:13][CH2:14][CH2:15][OH:16])=[N:10][C:4]=2[CH:3]=1. The yield is 0.870. (5) The reactants are [NH2:1][C:2]1[CH:3]=[CH:4][C:5]([Cl:8])=[N:6][CH:7]=1.C(N(CC)C(C)C)(C)C.[F:18][C:19]([F:30])([F:29])[C:20]1[CH:21]=[C:22]([CH:26]=[CH:27][CH:28]=1)[C:23](Cl)=[O:24].C(OCC)(=O)C. The catalyst is C(#N)C. The product is [Cl:8][C:5]1[CH:4]=[CH:3][C:2]([NH:1][C:23](=[O:24])[C:22]2[CH:26]=[CH:27][CH:28]=[C:20]([C:19]([F:18])([F:29])[F:30])[CH:21]=2)=[CH:7][N:6]=1. The yield is 0.940.